From a dataset of Forward reaction prediction with 1.9M reactions from USPTO patents (1976-2016). Predict the product of the given reaction. (1) Given the reactants [OH-].[Li+].[C:3]([C:5]1[CH:6]=[C:7]([C:15]2[N:20]=[CH:19][C:18]([C:21]3[C:22]([CH2:36][CH3:37])=[C:23]([O:27][CH2:28][CH2:29][CH2:30][C:31]([O:33]CC)=[O:32])[CH:24]=[CH:25][CH:26]=3)=[CH:17][N:16]=2)[CH:8]=[CH:9][C:10]=1[CH2:11][CH:12]([CH3:14])[CH3:13])#[N:4].CC(O)=O, predict the reaction product. The product is: [C:3]([C:5]1[CH:6]=[C:7]([C:15]2[N:16]=[CH:17][C:18]([C:21]3[C:22]([CH2:36][CH3:37])=[C:23]([O:27][CH2:28][CH2:29][CH2:30][C:31]([OH:33])=[O:32])[CH:24]=[CH:25][CH:26]=3)=[CH:19][N:20]=2)[CH:8]=[CH:9][C:10]=1[CH2:11][CH:12]([CH3:14])[CH3:13])#[N:4]. (2) Given the reactants Br[C:2]1[CH:10]=[C:9]([O:11][CH3:12])[CH:8]=[C:7]2[C:3]=1[CH:4]=[CH:5][NH:6]2.[C:13]([O:23][CH2:24][CH3:25])(=[O:22])[CH:14]=[CH:15][C:16]1[CH:21]=[CH:20][CH:19]=[CH:18][CH:17]=1, predict the reaction product. The product is: [CH2:24]([O:23][C:13](=[O:22])[CH:14]=[C:15]([C:2]1[CH:10]=[C:9]([O:11][CH3:12])[CH:8]=[C:7]2[C:3]=1[CH:4]=[CH:5][NH:6]2)[C:16]1[CH:21]=[CH:20][CH:19]=[CH:18][CH:17]=1)[CH3:25]. (3) Given the reactants [CH3:1][O:2][C:3]1[CH:8]=[CH:7][C:6]([NH:9][C:10](=[O:18])[C:11]2[CH:16]=[CH:15][CH:14]=[CH:13][C:12]=2[NH2:17])=[CH:5][CH:4]=1.[CH:19]1[C:28]2[C:23](=[CH:24][CH:25]=[CH:26][CH:27]=2)[CH:22]=[C:21]2[C:29]([O:31][C:32](=O)[C:20]=12)=[O:30], predict the reaction product. The product is: [CH3:1][O:2][C:3]1[CH:4]=[CH:5][C:6]([NH:9][C:10](=[O:18])[C:11]2[CH:16]=[CH:15][CH:14]=[CH:13][C:12]=2[N:17]2[C:32](=[O:31])[C:20]3[CH:19]=[C:28]4[CH:27]=[CH:26][CH:25]=[CH:24][C:23]4=[CH:22][C:21]=3[C:29]2=[O:30])=[CH:7][CH:8]=1. (4) Given the reactants [CH3:1][N:2]([CH3:19])[CH2:3][CH2:4][N:5]1[CH2:11][CH2:10][CH2:9][C:8]2[NH:12][C:13]([CH:16]=O)=[C:14]([CH3:15])[C:7]=2[C:6]1=[O:18].[F:20][C:21]1[CH:22]=[C:23]2[C:27](=[C:28]([NH:30][CH:31]=[O:32])[CH:29]=1)[NH:26][C:25](=[O:33])[CH2:24]2, predict the reaction product. The product is: [CH3:1][N:2]([CH3:19])[CH2:3][CH2:4][N:5]1[CH2:11][CH2:10][CH2:9][C:8]2[NH:12][C:13]([CH:16]=[C:24]3[C:23]4[C:27](=[C:28]([NH:30][CH:31]=[O:32])[CH:29]=[C:21]([F:20])[CH:22]=4)[NH:26][C:25]3=[O:33])=[C:14]([CH3:15])[C:7]=2[C:6]1=[O:18].